Dataset: Reaction yield outcomes from USPTO patents with 853,638 reactions. Task: Predict the reaction yield, written as a fraction of the theoretical maximum amount of product (1.0 means a 100% yield; for example, 0.34 means a 34% yield). (1) The reactants are O.[NH2:2][NH2:3].C[O:5][C:6](=O)[C:7]([NH:9][C:10]1[CH:27]=[CH:26][C:13]([O:14][C@@H:15]2[CH2:20][CH2:19][C@H:18]([C:21]([O:23][CH2:24][CH3:25])=[O:22])[CH2:17][CH2:16]2)=[CH:12][CH:11]=1)=[O:8]. The catalyst is CCO. The product is [NH:2]([C:6](=[O:5])[C:7]([NH:9][C:10]1[CH:27]=[CH:26][C:13]([O:14][C@@H:15]2[CH2:20][CH2:19][C@H:18]([C:21]([O:23][CH2:24][CH3:25])=[O:22])[CH2:17][CH2:16]2)=[CH:12][CH:11]=1)=[O:8])[NH2:3]. The yield is 0.950. (2) The catalyst is CC(C)=O.[I-].[K+]. The reactants are Cl[CH2:2][C:3]1[N:4]=[C:5]([C:9]2[CH:18]=[CH:17][C:12]([C:13]([O:15][CH3:16])=[O:14])=[CH:11][CH:10]=2)[O:6][C:7]=1[CH3:8].[C:19](=[S:22])([O-:21])[CH3:20].[K+]. The product is [C:19]([S:22][CH2:2][C:3]1[N:4]=[C:5]([C:9]2[CH:18]=[CH:17][C:12]([C:13]([O:15][CH3:16])=[O:14])=[CH:11][CH:10]=2)[O:6][C:7]=1[CH3:8])(=[O:21])[CH3:20]. The yield is 0.910. (3) The reactants are [NH2:1][C:2]1[C:11]2[C:6](=[C:7](I)[C:8]([F:12])=[CH:9][CH:10]=2)[N:5]=[N:4][C:3]=1[C:14]([NH:16][CH:17]1[CH2:19][CH2:18]1)=[O:15].[CH3:20][O:21][C:22]1[CH:27]=[CH:26][C:25]([O:28][CH3:29])=[CH:24][C:23]=1B(O)O. No catalyst specified. The product is [NH2:1][C:2]1[C:11]2[C:6](=[C:7]([C:26]3[CH:27]=[C:22]([O:21][CH3:20])[CH:23]=[CH:24][C:25]=3[O:28][CH3:29])[C:8]([F:12])=[CH:9][CH:10]=2)[N:5]=[N:4][C:3]=1[C:14]([NH:16][CH:17]1[CH2:19][CH2:18]1)=[O:15]. The yield is 0.770. (4) The reactants are [CH3:1][O:2][CH2:3][O:4][C:5]1[CH:10]=[C:9]([O:11][CH2:12][O:13][CH3:14])[CH:8]=[CH:7][C:6]=1[O:15][CH2:16][CH2:17][CH3:18].[Li][CH2:20]CCC.CI. The catalyst is C1COCC1. The product is [CH3:14][O:13][CH2:12][O:11][C:9]1[CH:8]=[CH:7][C:6]([O:15][CH2:16][CH2:17][CH3:18])=[C:5]([O:4][CH2:3][O:2][CH3:1])[C:10]=1[CH3:20]. The yield is 0.950. (5) The reactants are CN(C=O)C.Cl.[N:7]1[C:16]2[CH2:15][NH:14][CH2:13][CH2:12][C:11]=2[CH:10]=[CH:9][CH:8]=1.[C:17]([O:21][C:22](=[O:25])[CH2:23]Br)([CH3:20])([CH3:19])[CH3:18].C(N(CC)CC)C. The catalyst is CCOC(C)=O. The product is [C:17]([O:21][C:22](=[O:25])[CH2:23][N:14]1[CH2:15][C:16]2[N:7]=[CH:8][CH:9]=[CH:10][C:11]=2[CH2:12][CH2:13]1)([CH3:20])([CH3:19])[CH3:18]. The yield is 1.00. (6) The catalyst is O1CCOCC1. The reactants are [CH3:1][S:2]([O:5][CH2:6][CH2:7][N:8]([CH2:25][CH2:26][O:27][S:28]([CH3:31])(=[O:30])=[O:29])[C:9]1[C:10]([N+:22]([O-:24])=[O:23])=[C:11]([C:16]([N+:19]([O-:21])=[O:20])=[CH:17][CH:18]=1)[C:12]([O:14]C)=[O:13])(=[O:4])=[O:3].[OH-].[K+]. The yield is 1.00. The product is [CH3:31][S:28]([O:27][CH2:26][CH2:25][N:8]([CH2:7][CH2:6][O:5][S:2]([CH3:1])(=[O:4])=[O:3])[C:9]1[C:10]([N+:22]([O-:24])=[O:23])=[C:11]([C:16]([N+:19]([O-:21])=[O:20])=[CH:17][CH:18]=1)[C:12]([OH:14])=[O:13])(=[O:29])=[O:30].